From a dataset of Full USPTO retrosynthesis dataset with 1.9M reactions from patents (1976-2016). Predict the reactants needed to synthesize the given product. Given the product [N:13]1[CH:14]=[CH:15][C:10]([C:6]2[CH:5]=[C:4]([NH2:1])[CH:9]=[CH:8][CH:7]=2)=[CH:11][CH:12]=1, predict the reactants needed to synthesize it. The reactants are: [N+:1]([C:4]1[CH:5]=[C:6]([C:10]2[CH:15]=[CH:14][N:13]=[CH:12][CH:11]=2)[CH:7]=[CH:8][CH:9]=1)([O-])=O.